This data is from Catalyst prediction with 721,799 reactions and 888 catalyst types from USPTO. The task is: Predict which catalyst facilitates the given reaction. (1) Reactant: [Li+].[OH-].[CH3:3][C:4]1[CH:9]=[CH:8][CH:7]=[C:6]([CH3:10])[C:5]=1[NH:11][C:12]([NH:14][C:15]1[C:16]([C:25]([NH:27][CH:28]([CH3:35])[CH2:29][C:30]([O:32]CC)=[O:31])=[O:26])=[CH:17][C:18]2[C:23]([CH:24]=1)=[CH:22][CH:21]=[CH:20][CH:19]=2)=[O:13].Cl.C(OCC)(=O)C. Product: [CH3:10][C:6]1[CH:7]=[CH:8][CH:9]=[C:4]([CH3:3])[C:5]=1[NH:11][C:12]([NH:14][C:15]1[C:16]([C:25]([NH:27][CH:28]([CH3:35])[CH2:29][C:30]([OH:32])=[O:31])=[O:26])=[CH:17][C:18]2[C:23]([CH:24]=1)=[CH:22][CH:21]=[CH:20][CH:19]=2)=[O:13]. The catalyst class is: 127. (2) Reactant: [Cl:1][C:2]1[N:7]=[C:6]([Cl:8])[N:5]=[C:4]2[NH:9][N:10]=[CH:11][C:3]=12.C1C=CC(P(C2C=CC=CC=2)C2C=CC=CC=2)=CC=1.[CH2:31](O)[CH2:32][CH2:33][OH:34]. Product: [Cl:1][C:2]1[N:7]=[C:6]([Cl:8])[N:5]=[C:4]2[N:9]([CH2:31][CH2:32][CH2:33][OH:34])[N:10]=[CH:11][C:3]=12. The catalyst class is: 20. (3) Reactant: [CH2:1]([O:8][C:9]1[CH:10]=[C:11]([O:21][C:22]2[CH:27]=[CH:26][C:25]([S:28]([CH3:31])(=[O:30])=[O:29])=[CH:24][CH:23]=2)[CH:12]=[C:13]2[C:17]=1[NH:16][C:15]([C:18](=[S:20])[NH2:19])=[CH:14]2)[C:2]1[CH:7]=[CH:6][CH:5]=[CH:4][CH:3]=1.[K].Cl[CH:34]([CH:40]=O)[C:35]([O:37][CH2:38][CH3:39])=[O:36].C(O)(=O)C.CN(C)C(=O)C. Product: [CH2:1]([O:8][C:9]1[CH:10]=[C:11]([O:21][C:22]2[CH:27]=[CH:26][C:25]([S:28]([CH3:31])(=[O:30])=[O:29])=[CH:24][CH:23]=2)[CH:12]=[C:13]2[C:17]=1[NH:16][C:15]([C:18]1[S:20][C:34]([C:35]([O:37][CH2:38][CH3:39])=[O:36])=[CH:40][N:19]=1)=[CH:14]2)[C:2]1[CH:7]=[CH:6][CH:5]=[CH:4][CH:3]=1. The catalyst class is: 6.